The task is: Predict the reaction yield, written as a fraction of the theoretical maximum amount of product (1.0 means a 100% yield; for example, 0.34 means a 34% yield).. This data is from Reaction yield outcomes from USPTO patents with 853,638 reactions. (1) The reactants are [CH3:1][O:2][C:3]1[CH:12]=[C:11]2[C:6]([CH:7]=[CH:8][C:9](O)=[CH:10]2)=[CH:5][CH:4]=1.[Br:14][C:15]1[CH:22]=[CH:21][C:20]([O:23][CH3:24])=[CH:19][C:16]=1[CH2:17][OH:18].C1(P(C2C=CC=CC=2)C2C=CC=CC=2)C=CC=CC=1.CCOC(/N=N/C(OCC)=O)=O. The catalyst is C1COCC1. The product is [Br:14][C:15]1[CH:22]=[CH:21][C:20]([O:23][CH3:24])=[CH:19][C:16]=1[CH2:17][O:18][C:9]1[CH:8]=[CH:7][C:6]2[C:11](=[CH:12][C:3]([O:2][CH3:1])=[CH:4][CH:5]=2)[CH:10]=1. The yield is 0.590. (2) The reactants are [OH:1]/[N:2]=[C:3](/[NH2:10])\[C:4]1[CH:9]=[CH:8][CH:7]=[CH:6][CH:5]=1.CO[CH:13](OC)[CH2:14][C:15](=O)[CH3:16].C(O)(C(F)(F)F)=O. The catalyst is C(O)(C)C. The product is [CH3:16][C:15]1[N+:2]([O-:1])=[C:3]([C:4]2[CH:9]=[CH:8][CH:7]=[CH:6][CH:5]=2)[N:10]=[CH:13][CH:14]=1. The yield is 0.774. (3) The reactants are [CH3:1][O:2][C:3]1[CH:4]=[C:5]([CH2:19][C:20]([OH:22])=O)[CH:6]=[CH:7][C:8]=1[NH:9][C:10]([NH:12][C:13]1[CH:18]=[CH:17][CH:16]=[CH:15][CH:14]=1)=[O:11].[NH:23]1[CH2:27][CH2:26][CH2:25][CH:24]1[CH:28]=[CH:29][C:30]1[CH:39]=[CH:38][C:33]([C:34]([O:36][CH3:37])=[O:35])=[CH:32][CH:31]=1.C(N=C=NCCCN(C)C)C.ON1C2C=CC=CC=2N=N1.Cl. The catalyst is CN(C=O)C.CN(C)C1C=CN=CC=1. The product is [CH3:1][O:2][C:3]1[CH:4]=[C:5]([CH2:19][C:20]([N:23]2[CH2:27][CH2:26][CH2:25][CH:24]2[CH:28]=[CH:29][C:30]2[CH:39]=[CH:38][C:33]([C:34]([O:36][CH3:37])=[O:35])=[CH:32][CH:31]=2)=[O:22])[CH:6]=[CH:7][C:8]=1[NH:9][C:10]([NH:12][C:13]1[CH:14]=[CH:15][CH:16]=[CH:17][CH:18]=1)=[O:11]. The yield is 0.830.